Dataset: Full USPTO retrosynthesis dataset with 1.9M reactions from patents (1976-2016). Task: Predict the reactants needed to synthesize the given product. (1) Given the product [I:7][C:8]1[CH:17]=[CH:16][C:11]([CH2:12][OH:13])=[C:10]([SH:18])[CH:9]=1, predict the reactants needed to synthesize it. The reactants are: [H-].[H-].[H-].[H-].[Li+].[Al+3].[I:7][C:8]1[CH:17]=[CH:16][C:11]([C:12](OC)=[O:13])=[C:10]([SH:18])[CH:9]=1. (2) Given the product [Cl:5][C:6]1[CH:11]=[CH:10][C:9]([C@H:12]([NH:13][S@@:14]([C:16]([CH3:19])([CH3:18])[CH3:17])=[O:15])[CH2:1][CH3:2])=[C:8]([F:20])[C:7]=1[O:21][C:22]1[CH:23]=[CH:24][CH:25]=[CH:26][CH:27]=1, predict the reactants needed to synthesize it. The reactants are: [CH2:1]([Mg]Br)[CH3:2].[Cl:5][C:6]1[CH:11]=[CH:10][C:9](/[CH:12]=[N:13]/[S@@:14]([C:16]([CH3:19])([CH3:18])[CH3:17])=[O:15])=[C:8]([F:20])[C:7]=1[O:21][C:22]1[CH:27]=[CH:26][CH:25]=[CH:24][CH:23]=1. (3) Given the product [CH2:11]([O:10][C:7]1[CH:8]=[CH:9][C:4]([CH2:3][OH:2])=[CH:5][C:6]=1[C:18]([F:19])([F:21])[F:20])[C:12]1[CH:13]=[CH:14][CH:15]=[CH:16][CH:17]=1, predict the reactants needed to synthesize it. The reactants are: C[O:2][C:3](=O)[C:4]1[CH:9]=[CH:8][C:7]([O:10][CH2:11][C:12]2[CH:17]=[CH:16][CH:15]=[CH:14][CH:13]=2)=[C:6]([C:18]([F:21])([F:20])[F:19])[CH:5]=1.[BH4-].[Li+].Cl. (4) Given the product [CH3:1][N:2]1[C:6](/[CH:7]=[CH:15]/[C:16]2[CH:21]=[CH:20][N:19]=[C:18]([NH2:22])[N:17]=2)=[C:5]([C:9]2[CH:14]=[CH:13][CH:12]=[CH:11][CH:10]=2)[N:4]=[CH:3]1, predict the reactants needed to synthesize it. The reactants are: [CH3:1][N:2]1[C:6]([CH:7]=O)=[C:5]([C:9]2[CH:14]=[CH:13][CH:12]=[CH:11][CH:10]=2)[N:4]=[CH:3]1.[CH3:15][C:16]1[CH:21]=[CH:20][N:19]=[C:18]([NH2:22])[N:17]=1.